Dataset: Catalyst prediction with 721,799 reactions and 888 catalyst types from USPTO. Task: Predict which catalyst facilitates the given reaction. (1) Reactant: [C:1]([O:5][C:6]([NH:8][C:9]1[CH:10]=[CH:11][C:12]([O:24][C:25]([F:28])([F:27])[F:26])=[C:13]([C:15]2[CH:20]=[CH:19][C:18]([C:21]([OH:23])=O)=[CH:17][CH:16]=2)[CH:14]=1)=[O:7])([CH3:4])([CH3:3])[CH3:2].[CH2:29]([S:32]([N:35]1[CH2:40][CH2:39][N:38]([CH2:41][C:42]2[CH:47]=[CH:46][C:45]([NH2:48])=[CH:44][CH:43]=2)[CH2:37][CH2:36]1)(=[O:34])=[O:33])[CH2:30][CH3:31].CCN=C=NCCCN(C)C.C1C=CC2N(O)N=NC=2C=1.CN1CCOCC1. Product: [C:1]([O:5][C:6](=[O:7])[NH:8][C:9]1[CH:14]=[C:13]([C:15]2[CH:20]=[CH:19][C:18]([C:21](=[O:23])[NH:48][C:45]3[CH:46]=[CH:47][C:42]([CH2:41][N:38]4[CH2:37][CH2:36][N:35]([S:32]([CH2:29][CH2:30][CH3:31])(=[O:34])=[O:33])[CH2:40][CH2:39]4)=[CH:43][CH:44]=3)=[CH:17][CH:16]=2)[C:12]([O:24][C:25]([F:26])([F:27])[F:28])=[CH:11][CH:10]=1)([CH3:3])([CH3:2])[CH3:4]. The catalyst class is: 3. (2) Reactant: [C:12]([O:11][C:9](O[C:9]([O:11][C:12]([CH3:15])([CH3:14])[CH3:13])=[O:10])=[O:10])([CH3:15])([CH3:14])[CH3:13].[Br:16][C:17]1[CH:18]=[C:19]([CH:21]=[CH:22][CH:23]=1)[NH2:20]. Product: [Br:16][C:17]1[CH:18]=[C:19]([NH:20][C:9](=[O:10])[O:11][C:12]([CH3:13])([CH3:14])[CH3:15])[CH:21]=[CH:22][CH:23]=1. The catalyst class is: 2. (3) Reactant: C(Cl)(=O)C(Cl)=O.CS(C)=O.[Cl:11][C:12]1[C:19]([CH3:20])=[CH:18][CH:17]=[CH:16][C:13]=1[CH2:14][OH:15].C(N(CC)CC)C. Product: [Cl:11][C:12]1[C:19]([CH3:20])=[CH:18][CH:17]=[CH:16][C:13]=1[CH:14]=[O:15]. The catalyst class is: 2. (4) Reactant: C[Si]([N:5]=[C:6]=[O:7])(C)C.Cl.Cl.[C:10]([C:13]1[CH:17]=[C:16]([C:18]2[CH:27]=[CH:26][C:21]([O:22][CH2:23][CH2:24][NH2:25])=[CH:20][CH:19]=2)[N:15]([C:28]2[CH:29]=[N:30][C:31]([O:34][CH3:35])=[CH:32][CH:33]=2)[N:14]=1)([CH3:12])=[CH2:11]. Product: [C:10]([C:13]1[CH:17]=[C:16]([C:18]2[CH:19]=[CH:20][C:21]([O:22][CH2:23][CH2:24][NH:25][C:6]([NH2:5])=[O:7])=[CH:26][CH:27]=2)[N:15]([C:28]2[CH:29]=[N:30][C:31]([O:34][CH3:35])=[CH:32][CH:33]=2)[N:14]=1)([CH3:12])=[CH2:11]. The catalyst class is: 424. (5) Reactant: [Cl:1][C:2]1[CH:3]=[N:4][C:5]([CH2:8][NH2:9])=[N:6][CH:7]=1.C(N(CC)CC)C.[C:17](O[C:17]([O:19][C:20]([CH3:23])([CH3:22])[CH3:21])=[O:18])([O:19][C:20]([CH3:23])([CH3:22])[CH3:21])=[O:18]. Product: [C:20]([O:19][C:17](=[O:18])[NH:9][CH2:8][C:5]1[N:6]=[CH:7][C:2]([Cl:1])=[CH:3][N:4]=1)([CH3:23])([CH3:22])[CH3:21]. The catalyst class is: 2. (6) Reactant: [F:1][C:2]1[CH:22]=[C:21]([N+:23]([O-])=O)[CH:20]=[CH:19][C:3]=1[O:4][C:5]1[CH:10]=[CH:9][N:8]=[C:7]([NH:11][C:12]([N:14]2[CH2:18][CH2:17][CH2:16][CH2:15]2)=[O:13])[CH:6]=1.[Cl-].[NH4+].C(OCC)(=O)C.O1CCCC1.C(OCC)(=O)C.CCCCCC. Product: [NH2:23][C:21]1[CH:20]=[CH:19][C:3]([O:4][C:5]2[CH:10]=[CH:9][N:8]=[C:7]([NH:11][C:12]([N:14]3[CH2:15][CH2:16][CH2:17][CH2:18]3)=[O:13])[CH:6]=2)=[C:2]([F:1])[CH:22]=1. The catalyst class is: 190. (7) Reactant: [Cl:1][C:2]1[N:10]=[C:9]2[C:5]([N:6]=[CH:7][N:8]2[CH:11]2[CH2:15][CH2:14][CH2:13][CH2:12]2)=[C:4]([NH:16][CH2:17][CH2:18][NH:19][CH2:20][C:21]2[CH:29]=[C:28]([O:30][CH3:31])[C:24]3[O:25][CH2:26][O:27][C:23]=3[CH:22]=2)[N:3]=1.[NH2:32][C@H:33]1[CH2:38][CH2:37][C@H:36]([NH2:39])[CH2:35][CH2:34]1. Product: [ClH:1].[ClH:1].[ClH:1].[NH2:32][C@H:33]1[CH2:38][CH2:37][C@H:36]([NH:39][C:2]2[N:10]=[C:9]3[C:5]([N:6]=[CH:7][N:8]3[CH:11]3[CH2:12][CH2:13][CH2:14][CH2:15]3)=[C:4]([NH:16][CH2:17][CH2:18][NH:19][CH2:20][C:21]3[CH:29]=[C:28]([O:30][CH3:31])[C:24]4[O:25][CH2:26][O:27][C:23]=4[CH:22]=3)[N:3]=2)[CH2:35][CH2:34]1. The catalyst class is: 6.